The task is: Regression. Given a peptide amino acid sequence and an MHC pseudo amino acid sequence, predict their binding affinity value. This is MHC class I binding data.. This data is from Peptide-MHC class I binding affinity with 185,985 pairs from IEDB/IMGT. (1) The peptide sequence is RIKQIINMW. The MHC is Patr-B0101 with pseudo-sequence Patr-B0101. The binding affinity (normalized) is 0. (2) The peptide sequence is WSADGSSMY. The MHC is HLA-A30:01 with pseudo-sequence HLA-A30:01. The binding affinity (normalized) is 0.0847. (3) The peptide sequence is RSYLIRALTL. The MHC is Mamu-A02 with pseudo-sequence Mamu-A02. The binding affinity (normalized) is 0.850. (4) The peptide sequence is ASCMGLIY. The MHC is HLA-B53:01 with pseudo-sequence HLA-B53:01. The binding affinity (normalized) is 0. (5) The peptide sequence is VRRAIRGEQLL. The MHC is Mamu-A07 with pseudo-sequence Mamu-A07. The binding affinity (normalized) is 0. (6) The peptide sequence is VFLVFSNVL. The MHC is HLA-A24:02 with pseudo-sequence HLA-A24:02. The binding affinity (normalized) is 0.699. (7) The peptide sequence is IPRRNVATL. The MHC is HLA-B07:02 with pseudo-sequence HLA-B07:02. The binding affinity (normalized) is 0.766.